Dataset: Full USPTO retrosynthesis dataset with 1.9M reactions from patents (1976-2016). Task: Predict the reactants needed to synthesize the given product. (1) Given the product [ClH:37].[CH3:2][O:3][C:4]([CH:6]1[CH2:11][N:10]([C:12]2[S:13][CH:14]=[C:15]([C:17]3[CH2:21][CH:20]([C:22]4[C:27]([F:28])=[CH:26][CH:25]=[CH:24][C:23]=4[F:29])[O:19][N:18]=3)[N:16]=2)[CH2:9][CH2:8][NH:7]1)=[O:5], predict the reactants needed to synthesize it. The reactants are: Cl.[CH3:2][O:3][C:4]([CH:6]1[CH2:11][N:10]([C:12]2[S:13][CH:14]=[C:15]([C:17]3[CH2:21][CH:20]([C:22]4[C:27]([F:28])=[CH:26][CH:25]=[CH:24][C:23]=4[F:29])[O:19][N:18]=3)[N:16]=2)[CH2:9][CH2:8][N:7]1C(OC(C)(C)C)=O)=[O:5].[Cl:37]CCl.CO. (2) The reactants are: [I:1][C:2]1[CH:10]=[CH:9][C:5]([C:6](Cl)=[O:7])=[CH:4][CH:3]=1.[CH2:11]([NH:13][CH2:14][CH3:15])[CH3:12]. Given the product [I:1][C:2]1[CH:10]=[CH:9][C:5]([C:6]([N:13]([CH2:14][CH3:15])[CH2:11][CH3:12])=[O:7])=[CH:4][CH:3]=1, predict the reactants needed to synthesize it. (3) Given the product [OH:34][C:33]1[C:24]([CH:2]2[C:10]3[C:5](=[CH:6][CH:7]=[C:8]4[N:13]=[CH:12][S:11][C:9]4=3)[N:4]([CH2:14][C:15]3[CH:20]=[CH:19][C:18]([O:21][CH3:22])=[CH:17][CH:16]=3)[C:3]2=[O:23])=[CH:25][C:26]2[O:31][CH2:30][CH2:29][O:28][C:27]=2[CH:32]=1, predict the reactants needed to synthesize it. The reactants are: O[C:2]1([C:24]2[C:33]([OH:34])=[CH:32][C:27]3[O:28][CH2:29][CH2:30][O:31][C:26]=3[CH:25]=2)[C:10]2[C:5](=[CH:6][CH:7]=[C:8]3[N:13]=[CH:12][S:11][C:9]3=2)[N:4]([CH2:14][C:15]2[CH:20]=[CH:19][C:18]([O:21][CH3:22])=[CH:17][CH:16]=2)[C:3]1=[O:23].ClC1C=CC=C2C=1C(O)(C1C(O)=CC3OCCC=3C=1)C(=O)N2C(C1C=CC=CC=1)C1C=CC=CC=1. (4) The reactants are: [O:1]1[C:5]2[CH:6]=[CH:7][C:8]([S:10]([N:13]([CH2:38][CH:39]([CH3:41])[CH3:40])[CH2:14][C@@H:15]([OH:37])[C@@H:16]([NH:25][C:26](=[O:36])[O:27][C@@H:28]3[C@H:35]4[C@H:31]([O:32][CH2:33][CH2:34]4)[O:30][CH2:29]3)[CH2:17][C:18]3[CH:23]=[CH:22][C:21]([OH:24])=[CH:20][CH:19]=3)(=[O:12])=[O:11])=[CH:9][C:4]=2[O:3][CH2:2]1.C1(P(C2C=CC=CC=2)C2C=CC=CC=2)C=CC=CC=1.[Si:61]([O:68][CH2:69][CH2:70][CH2:71][CH2:72]O)([C:64]([CH3:67])([CH3:66])[CH3:65])([CH3:63])[CH3:62].N(C(OC(C)C)=O)=NC(OC(C)C)=O. Given the product [O:1]1[C:5]2[CH:6]=[CH:7][C:8]([S:10]([N:13]([CH2:38][CH:39]([CH3:41])[CH3:40])[CH2:14][C@@H:15]([OH:37])[C@@H:16]([NH:25][C:26](=[O:36])[O:27][C@@H:28]3[C@H:35]4[C@H:31]([O:32][CH2:33][CH2:34]4)[O:30][CH2:29]3)[CH2:17][C:18]3[CH:23]=[CH:22][C:21]([O:24][CH2:72][CH2:71][CH2:70][CH2:69][O:68][Si:61]([C:64]([CH3:65])([CH3:67])[CH3:66])([CH3:62])[CH3:63])=[CH:20][CH:19]=3)(=[O:12])=[O:11])=[CH:9][C:4]=2[O:3][CH2:2]1, predict the reactants needed to synthesize it. (5) Given the product [CH3:26][C:23]1[CH:24]=[CH:25][C:20]([S:17]([O:16][CH2:15][CH:14]([O:12][C:3]2[C:4](/[CH:9]=[CH:10]/[CH3:11])=[CH:5][C:6]([F:8])=[CH:7][C:2]=2[Br:1])[CH:27]=[CH2:28])(=[O:19])=[O:18])=[CH:21][CH:22]=1, predict the reactants needed to synthesize it. The reactants are: [Br:1][C:2]1[CH:7]=[C:6]([F:8])[CH:5]=[C:4](/[CH:9]=[CH:10]/[CH3:11])[C:3]=1[OH:12].O[CH:14]([CH:27]=[CH2:28])[CH2:15][O:16][S:17]([C:20]1[CH:25]=[CH:24][C:23]([CH3:26])=[CH:22][CH:21]=1)(=[O:19])=[O:18].C1(P(C2C=CC=CC=2)C2C=CC=CC=2)C=CC=CC=1.N(C(OCC)=O)=NC(OCC)=O. (6) The reactants are: [C:1]([O:5][C:6](=[O:23])[NH:7][C:8]1[CH:13]=[C:12]([N:14]([CH2:17][CH3:18])[CH2:15][CH3:16])[C:11]([Cl:19])=[CH:10][C:9]=1[N+:20]([O-])=O)([CH3:4])([CH3:3])[CH3:2].O.O.Cl[Sn]Cl. Given the product [C:1]([O:5][C:6](=[O:23])[NH:7][C:8]1[CH:13]=[C:12]([N:14]([CH2:17][CH3:18])[CH2:15][CH3:16])[C:11]([Cl:19])=[CH:10][C:9]=1[NH2:20])([CH3:2])([CH3:4])[CH3:3], predict the reactants needed to synthesize it. (7) Given the product [CH3:1][O:2][C:3]([C:5]1[C:14]2[C:9](=[CH:10][C:11]([NH:15][C:17]3[C:26]4[C:21](=[CH:22][C:23]([O:29][CH3:30])=[C:24]([O:27][CH3:28])[CH:25]=4)[N:20]=[CH:19][CH:18]=3)=[CH:12][CH:13]=2)[CH:8]=[CH:7][CH:6]=1)=[O:4], predict the reactants needed to synthesize it. The reactants are: [CH3:1][O:2][C:3]([C:5]1[C:14]2[C:9](=[CH:10][C:11]([NH2:15])=[CH:12][CH:13]=2)[CH:8]=[CH:7][CH:6]=1)=[O:4].Cl[C:17]1[C:26]2[C:21](=[CH:22][C:23]([O:29][CH3:30])=[C:24]([O:27][CH3:28])[CH:25]=2)[N:20]=[CH:19][CH:18]=1.FC(F)(F)C(O)=O. (8) Given the product [C:1]([O:6][CH3:7])(=[O:5])[CH:2]=[CH2:3].[CH:8]([C:9]1[CH:14]=[CH:13][CH:12]=[CH:11][C:10]=1[CH:29]=[CH2:30])=[CH2:7], predict the reactants needed to synthesize it. The reactants are: [C:1]([OH:6])(=[O:5])[C:2](C)=[CH2:3].[CH2:7]=[CH:8][C:9]1[CH:14]=[CH:13][C:12](S([O-])(=O)=O)=[CH:11][CH:10]=1.[Na+].S([O-])([O-])(=O)=O.[Na+].[Na+].N(C(C)(CC(C)C)C#N)=N[C:29](C)(CC(C)C)[C:30]#N.